This data is from NCI-60 drug combinations with 297,098 pairs across 59 cell lines. The task is: Regression. Given two drug SMILES strings and cell line genomic features, predict the synergy score measuring deviation from expected non-interaction effect. (1) Drug 1: CC1C(C(CC(O1)OC2CC(CC3=C2C(=C4C(=C3O)C(=O)C5=C(C4=O)C(=CC=C5)OC)O)(C(=O)C)O)N)O.Cl. Drug 2: C1=C(C(=O)NC(=O)N1)F. Cell line: UACC62. Synergy scores: CSS=43.9, Synergy_ZIP=-6.75, Synergy_Bliss=-7.99, Synergy_Loewe=-2.67, Synergy_HSA=-2.27. (2) Drug 1: C1=CC(=CC=C1CC(C(=O)O)N)N(CCCl)CCCl.Cl. Drug 2: CC1C(C(CC(O1)OC2CC(CC3=C2C(=C4C(=C3O)C(=O)C5=C(C4=O)C(=CC=C5)OC)O)(C(=O)CO)O)N)O.Cl. Cell line: SW-620. Synergy scores: CSS=42.6, Synergy_ZIP=-2.36, Synergy_Bliss=-0.217, Synergy_Loewe=-7.82, Synergy_HSA=1.54. (3) Drug 1: CC1=C(C=C(C=C1)NC2=NC=CC(=N2)N(C)C3=CC4=NN(C(=C4C=C3)C)C)S(=O)(=O)N.Cl. Drug 2: C1C(C(OC1N2C=NC(=NC2=O)N)CO)O. Cell line: 786-0. Synergy scores: CSS=7.34, Synergy_ZIP=0.318, Synergy_Bliss=0.375, Synergy_Loewe=-9.81, Synergy_HSA=0.00555. (4) Drug 1: CC1=C(C=C(C=C1)NC2=NC=CC(=N2)N(C)C3=CC4=NN(C(=C4C=C3)C)C)S(=O)(=O)N.Cl. Drug 2: C1CCC(CC1)NC(=O)N(CCCl)N=O. Cell line: CAKI-1. Synergy scores: CSS=50.5, Synergy_ZIP=1.99, Synergy_Bliss=6.35, Synergy_Loewe=10.6, Synergy_HSA=11.8. (5) Drug 1: CN(C)C1=NC(=NC(=N1)N(C)C)N(C)C. Drug 2: CCC1(CC2CC(C3=C(CCN(C2)C1)C4=CC=CC=C4N3)(C5=C(C=C6C(=C5)C78CCN9C7C(C=CC9)(C(C(C8N6C)(C(=O)OC)O)OC(=O)C)CC)OC)C(=O)OC)O.OS(=O)(=O)O. Cell line: RPMI-8226. Synergy scores: CSS=41.6, Synergy_ZIP=16.2, Synergy_Bliss=15.6, Synergy_Loewe=-51.5, Synergy_HSA=9.20.